From a dataset of Catalyst prediction with 721,799 reactions and 888 catalyst types from USPTO. Predict which catalyst facilitates the given reaction. (1) Reactant: [NH2:1][C:2]1[CH:7]=[CH:6][C:5]([C:8]([C:27]2[CH:32]=[CH:31][C:30]([NH2:33])=[CH:29][CH:28]=2)([OH:26])[CH2:9][CH2:10][N:11]([CH2:19][C:20]2[CH:25]=[CH:24][CH:23]=[CH:22][CH:21]=2)[CH2:12][C:13]2[CH:18]=[CH:17][CH:16]=[CH:15][CH:14]=2)=[CH:4][CH:3]=1.[CH2:34]([N:36]=[C:37]=[O:38])[CH3:35]. The catalyst class is: 7. Product: [CH2:34]([NH:36][C:37](=[O:38])[NH:1][C:2]1[CH:7]=[CH:6][C:5]([C:8]([C:27]2[CH:28]=[CH:29][C:30]([NH:33][C:37]([NH:36][CH2:34][CH3:35])=[O:38])=[CH:31][CH:32]=2)([OH:26])[CH2:9][CH2:10][N:11]([CH2:19][C:20]2[CH:25]=[CH:24][CH:23]=[CH:22][CH:21]=2)[CH2:12][C:13]2[CH:18]=[CH:17][CH:16]=[CH:15][CH:14]=2)=[CH:4][CH:3]=1)[CH3:35]. (2) Reactant: Cl[C:2]1[C:11]2=[N:12][N:13](CC3C=CC(OC)=CC=3)[CH:14]=[C:10]2[C:9]2[CH:8]=[C:7]([O:24][CH3:25])[CH:6]=[CH:5][C:4]=2[N:3]=1.[NH2:26][C:27]1[CH:32]=[CH:31][C:30]([C:33]([OH:42])([C:38]([F:41])([F:40])[F:39])[C:34]([F:37])([F:36])[F:35])=[CH:29][CH:28]=1.Cl. Product: [F:35][C:34]([F:36])([F:37])[C:33]([C:30]1[CH:31]=[CH:32][C:27]([NH:26][C:2]2[C:11]3=[N:12][NH:13][CH:14]=[C:10]3[C:9]3[CH:8]=[C:7]([O:24][CH3:25])[CH:6]=[CH:5][C:4]=3[N:3]=2)=[CH:28][CH:29]=1)([OH:42])[C:38]([F:39])([F:41])[F:40]. The catalyst class is: 71. (3) Reactant: [CH:1]([C:3]1[CH:16]=[CH:15][C:6]([C:7]([NH:9][CH2:10][C:11]([F:14])([F:13])[F:12])=[O:8])=[C:5]([CH3:17])[CH:4]=1)=O.Cl.[OH:19][NH2:20].C([O-])(=O)C.[Na+]. Product: [OH:19][N:20]=[CH:1][C:3]1[CH:16]=[CH:15][C:6]([C:7]([NH:9][CH2:10][C:11]([F:14])([F:13])[F:12])=[O:8])=[C:5]([CH3:17])[CH:4]=1. The catalyst class is: 40. (4) Reactant: C([NH:8][C:9]1[C:10](=[O:16])[N:11]([CH3:15])[C:12](=[O:14])[N:13]=1)C1C=CC=CC=1. Product: [NH2:8][CH:9]1[NH:13][C:12](=[O:14])[N:11]([CH3:15])[C:10]1=[O:16]. The catalyst class is: 696. (5) Reactant: [CH:1]1[C:2]([CH2:10][C@@H:11]([NH2:28])[CH2:12][C:13]([N:15]2[CH2:27][C:19]3=[N:20][N:21]=[C:22]([C:23]([F:26])([F:25])[F:24])[N:18]3[CH2:17][CH2:16]2)=[O:14])=[C:3]([F:9])[CH:4]=[C:5]([F:8])[C:6]=1[F:7].[C:29]([OH:41])(=[O:40])[CH2:30][C:31]([CH2:36][C:37]([OH:39])=[O:38])([C:33]([OH:35])=[O:34])[OH:32]. Product: [CH:1]1[C:2]([CH2:10][C@@H:11]([NH2:28])[CH2:12][C:13]([N:15]2[CH2:27][C:19]3=[N:20][N:21]=[C:22]([C:23]([F:26])([F:25])[F:24])[N:18]3[CH2:17][CH2:16]2)=[O:14])=[C:3]([F:9])[CH:4]=[C:5]([F:8])[C:6]=1[F:7].[C:29]([O-:41])(=[O:40])[CH2:30][C:31]([CH2:36][C:37]([O-:39])=[O:38])([C:33]([O-:35])=[O:34])[OH:32]. The catalyst class is: 41. (6) Reactant: [CH3:1][O:2][C:3]([C:5]1[CH:6]=[N:7][C:8]([N:11]2[CH2:26][CH2:25][C:14]3[NH:15][C:16]4[CH:17]=[CH:18][C:19]([N+:22]([O-])=O)=[CH:20][C:21]=4[C:13]=3[CH2:12]2)=[N:9][CH:10]=1)=[O:4]. Product: [CH3:1][O:2][C:3]([C:5]1[CH:6]=[N:7][C:8]([N:11]2[CH2:26][CH2:25][C:14]3[NH:15][C:16]4[CH:17]=[CH:18][C:19]([NH2:22])=[CH:20][C:21]=4[C:13]=3[CH2:12]2)=[N:9][CH:10]=1)=[O:4]. The catalyst class is: 94. (7) Reactant: [F:1][C:2]([F:25])([F:24])[S:3]([NH:6][CH2:7][CH2:8][CH2:9][CH2:10][N:11]1[CH2:21][C:20]2[N:22]3[C:13](=[CH:14][N:15]=[C:16]3[CH:17]=[CH:18][CH:19]=2)[C:12]1=[O:23])(=[O:5])=[O:4].[ClH:26]. Product: [ClH:26].[F:24][C:2]([F:1])([F:25])[S:3]([NH:6][CH2:7][CH2:8][CH2:9][CH2:10][N:11]1[CH2:21][C:20]2[N:22]3[C:13](=[CH:14][N:15]=[C:16]3[CH:17]=[CH:18][CH:19]=2)[C:12]1=[O:23])(=[O:4])=[O:5]. The catalyst class is: 8. (8) The catalyst class is: 7. Product: [CH3:24][O:25][CH2:26][O:27][C:28]1[C:32](/[CH:33]=[CH:13]/[C:3]2[N:4]=[C:5]([N:7]3[CH2:8][CH2:9][CH2:10][CH2:11][CH2:12]3)[S:6][C:2]=2[CH3:1])=[CH:31][N:30]([C:35]2[CH:40]=[CH:39][CH:38]=[CH:37][CH:36]=2)[N:29]=1. Reactant: [CH3:1][C:2]1[S:6][C:5]([N:7]2[CH2:12][CH2:11][CH2:10][CH2:9][CH2:8]2)=[N:4][C:3]=1[CH2:13]P(=O)(OCC)OCC.[H-].[Na+].[CH3:24][O:25][CH2:26][O:27][C:28]1[C:32]([CH:33]=O)=[CH:31][N:30]([C:35]2[CH:40]=[CH:39][CH:38]=[CH:37][CH:36]=2)[N:29]=1.O.